From a dataset of Retrosynthesis with 50K atom-mapped reactions and 10 reaction types from USPTO. Predict the reactants needed to synthesize the given product. Given the product COc1cc(N2CCN(C(=O)Cn3nc(C(C)O)c(Cl)c3C)CC2)ccc1Cl, predict the reactants needed to synthesize it. The reactants are: COc1cc(N2CCN(C(=O)Cn3nc(C(C)=O)c(Cl)c3C)CC2)ccc1Cl.